This data is from Catalyst prediction with 721,799 reactions and 888 catalyst types from USPTO. The task is: Predict which catalyst facilitates the given reaction. Reactant: [C:1]1([C:7]2([C:27]3[CH:32]=[CH:31][CH:30]=[CH:29][CH:28]=3)[CH2:15][C:14]3[N:13](S(C4C=CC(C)=CC=4)(=O)=O)[N:12]=[C:11]([NH2:26])[C:10]=3[CH:9]=[CH:8]2)[CH:6]=[CH:5][CH:4]=[CH:3][CH:2]=1.[OH-].[Na+].O1CCOCC1. Product: [C:27]1([C:7]2([C:1]3[CH:6]=[CH:5][CH:4]=[CH:3][CH:2]=3)[CH2:15][C:14]3[NH:13][N:12]=[C:11]([NH2:26])[C:10]=3[CH:9]=[CH:8]2)[CH:28]=[CH:29][CH:30]=[CH:31][CH:32]=1. The catalyst class is: 7.